From a dataset of Forward reaction prediction with 1.9M reactions from USPTO patents (1976-2016). Predict the product of the given reaction. (1) Given the reactants [S:1]1[CH:5]=[CH:4][CH:3]=[CH:2]1.[Li]C(C)(C)C.[CH3:11][C:12]1([CH3:43])[CH2:21][CH:20]=[C:19](OS(C(F)(F)F)(=O)=O)[C:18]2[CH:17]=[C:16]([N:30]=[N:31][C:32]3[CH:42]=[CH:41][C:35]([C:36]([O:38][CH2:39][CH3:40])=[O:37])=[CH:34][CH:33]=3)[CH:15]=[CH:14][C:13]1=2, predict the reaction product. The product is: [CH3:43][C:12]1([CH3:11])[CH2:21][CH:20]=[C:19]([C:2]2[S:1][CH:5]=[CH:4][CH:3]=2)[C:18]2[CH:17]=[C:16]([N:30]=[N:31][C:32]3[CH:33]=[CH:34][C:35]([C:36]([O:38][CH2:39][CH3:40])=[O:37])=[CH:41][CH:42]=3)[CH:15]=[CH:14][C:13]1=2. (2) Given the reactants [CH3:1][O:2][C:3](=[O:37])[C:4]1[CH:9]=[C:8]([O:10][C:11]2[CH:16]=[CH:15][C:14]([N+:17]([O-])=O)=[C:13]([O:20][CH2:21][CH2:22][CH2:23][CH2:24][CH3:25])[CH:12]=2)[CH:7]=[CH:6][C:5]=1[NH:26][S:27]([C:30]1[CH:35]=[CH:34][C:33]([CH3:36])=[CH:32][CH:31]=1)(=[O:29])=[O:28].[H][H], predict the reaction product. The product is: [CH3:1][O:2][C:3](=[O:37])[C:4]1[CH:9]=[C:8]([O:10][C:11]2[CH:16]=[CH:15][C:14]([NH2:17])=[C:13]([O:20][CH2:21][CH2:22][CH2:23][CH2:24][CH3:25])[CH:12]=2)[CH:7]=[CH:6][C:5]=1[NH:26][S:27]([C:30]1[CH:31]=[CH:32][C:33]([CH3:36])=[CH:34][CH:35]=1)(=[O:29])=[O:28]. (3) Given the reactants [Cl:1][C:2]1[CH:7]=[CH:6][C:5]([C:8]2([C:13]([O:15]C(C)(C)C)=[O:14])[CH2:12][CH2:11][CH2:10][CH2:9]2)=[CH:4][CH:3]=1.C(O)(C(F)(F)F)=O, predict the reaction product. The product is: [Cl:1][C:2]1[CH:3]=[CH:4][C:5]([C:8]2([C:13]([OH:15])=[O:14])[CH2:12][CH2:11][CH2:10][CH2:9]2)=[CH:6][CH:7]=1. (4) Given the reactants Cl.[NH:2]1[C:10]2[C:5](=[CH:6][CH:7]=[CH:8][CH:9]=2)[C:4]([CH2:11][CH2:12][NH:13][CH:14]2[C:22]3[C:17](=[CH:18][C:19]([C:23]([O:25][CH2:26][CH3:27])=[O:24])=[CH:20][CH:21]=3)[CH2:16][CH2:15]2)=[CH:3]1.[Si:28]([O:35][CH2:36][CH:37]=O)([C:31]([CH3:34])([CH3:33])[CH3:32])([CH3:30])[CH3:29].CC(O)=O.[BH-](OC(C)=O)(OC(C)=O)OC(C)=O.[Na+].C([O-])(O)=O.[Na+], predict the reaction product. The product is: [Si:28]([O:35][CH2:36][CH2:37][N:13]([CH2:12][CH2:11][C:4]1[C:5]2[C:10](=[CH:9][CH:8]=[CH:7][CH:6]=2)[NH:2][CH:3]=1)[CH:14]1[C:22]2[C:17](=[CH:18][C:19]([C:23]([O:25][CH2:26][CH3:27])=[O:24])=[CH:20][CH:21]=2)[CH2:16][CH2:15]1)([C:31]([CH3:34])([CH3:33])[CH3:32])([CH3:30])[CH3:29]. (5) The product is: [Br:1][CH2:23][C:22]([C:25]1[CH:30]=[N:29][C:28]([Br:31])=[CH:27][CH:26]=1)=[O:24]. Given the reactants [Br-:1].[Br-].[Br-].[NH+]1C=CC=CC=1.[NH+]1C=CC=CC=1.[NH+]1C=CC=CC=1.[C:22]([C:25]1[CH:26]=[CH:27][C:28]([Br:31])=[N:29][CH:30]=1)(=[O:24])[CH3:23], predict the reaction product.